This data is from Reaction yield outcomes from USPTO patents with 853,638 reactions. The task is: Predict the reaction yield, written as a fraction of the theoretical maximum amount of product (1.0 means a 100% yield; for example, 0.34 means a 34% yield). (1) The reactants are [C:1]([NH:4][C:5]1[CH:13]=[CH:12][C:8]([C:9](Cl)=[O:10])=[CH:7][CH:6]=1)(=[O:3])[CH3:2].[C:14]1([O:20][CH3:21])[CH:19]=[CH:18][CH:17]=[CH:16][CH:15]=1.[Al+3].[Cl-].[Cl-].[Cl-].Cl. The catalyst is C(Cl)Cl. The product is [CH3:21][O:20][C:14]1[CH:19]=[CH:18][C:17]([C:9]([C:8]2[CH:12]=[CH:13][C:5]([NH:4][C:1](=[O:3])[CH3:2])=[CH:6][CH:7]=2)=[O:10])=[CH:16][CH:15]=1. The yield is 0.450. (2) The yield is 0.610. The product is [CH2:13]([C:15]1[N:16]([C:40]2[CH:45]=[CH:44][C:43]([O:46][C:47]([CH3:52])([CH3:51])[CH2:48][O:49][CH3:50])=[CH:42][CH:41]=2)[C:17](=[O:39])[C:18]([CH2:24][C:25]2[CH:26]=[CH:27][C:28]([C:31]3[CH:36]=[CH:35][CH:34]=[CH:33][C:32]=3[C:37]3[NH:3][C:4](=[O:7])[O:5][N:38]=3)=[CH:29][CH:30]=2)=[C:19]([CH2:21][CH2:22][CH3:23])[N:20]=1)[CH3:14]. The catalyst is O. The reactants are [Cl-].O[NH3+:3].[C:4](=[O:7])([O-])[OH:5].[Na+].CS(C)=O.[CH2:13]([C:15]1[N:16]([C:40]2[CH:45]=[CH:44][C:43]([O:46][C:47]([CH3:52])([CH3:51])[CH2:48][O:49][CH3:50])=[CH:42][CH:41]=2)[C:17](=[O:39])[C:18]([CH2:24][C:25]2[CH:30]=[CH:29][C:28]([C:31]3[C:32]([C:37]#[N:38])=[CH:33][CH:34]=[CH:35][CH:36]=3)=[CH:27][CH:26]=2)=[C:19]([CH2:21][CH2:22][CH3:23])[N:20]=1)[CH3:14]. (3) The reactants are [S:1]1[CH:5]=[CH:4][N:3]=[C:2]1[NH:6][C@@H:7]1[CH2:12][CH2:11][C@H:10]([C:13]([OH:15])=O)[CH2:9][CH2:8]1.[NH3:16].C1COCC1. The catalyst is S(Cl)(Cl)=O.CO.C(Cl)Cl. The product is [S:1]1[CH:5]=[CH:4][N:3]=[C:2]1[NH:6][C@@H:7]1[CH2:12][CH2:11][C@H:10]([C:13]([NH2:16])=[O:15])[CH2:9][CH2:8]1. The yield is 0.700. (4) The reactants are [N+:1]([O-:4])(O)=[O:2].[F:5][C:6]1[CH:15]=[CH:14][CH:13]=[C:12]([F:16])[C:7]=1[C:8]([O:10][CH3:11])=[O:9]. The catalyst is S(=O)(=O)(O)O. The product is [F:5][C:6]1[C:15]([N+:1]([O-:4])=[O:2])=[CH:14][CH:13]=[C:12]([F:16])[C:7]=1[C:8]([O:10][CH3:11])=[O:9]. The yield is 0.806. (5) The reactants are [F:1][C:2]1[CH:7]=[C:6]([I:8])[CH:5]=[CH:4][C:3]=1[NH:9][C:10]1[C:15]([N+:16]([O-])=O)=[C:14]([F:19])[CH:13]=[C:12]([F:20])[C:11]=1[F:21].[Cl-].[NH4+].CCOC(C)=O. The catalyst is CCO.[Fe]. The product is [F:21][C:11]1[C:12]([F:20])=[CH:13][C:14]([F:19])=[C:15]([NH2:16])[C:10]=1[NH:9][C:3]1[CH:4]=[CH:5][C:6]([I:8])=[CH:7][C:2]=1[F:1]. The yield is 0.664. (6) The reactants are [Br:1][C:2]1[CH:3]=[N:4][C:5]2[C:10]([CH:11]=1)=[N:9][CH:8]=[C:7]([CH:12]=[CH:13][O:14]CC)[CH:6]=2.Cl.[OH-].[Na+]. The catalyst is C1COCC1.C(Cl)Cl. The product is [Br:1][C:2]1[CH:11]=[C:10]2[C:5]([CH:6]=[C:7]([CH2:12][CH:13]=[O:14])[CH:8]=[N:9]2)=[N:4][CH:3]=1. The yield is 0.950. (7) The catalyst is CN(C=O)C. The product is [Cl:26][C:27]1[CH:32]=[C:31]([C:33]2([C:35]([F:38])([F:36])[F:37])[O:15][N:14]=[C:13]([C:11]3[CH:10]=[CH:9][C:5]4[B:6]([OH:8])[O:7][C:3]([CH2:1][CH3:2])([CH2:16][CH3:17])[C:4]=4[CH:12]=3)[CH2:34]2)[CH:30]=[C:29]([Cl:39])[CH:28]=1. The yield is 0.355. The reactants are [CH2:1]([C:3]1([CH2:16][CH3:17])[O:7][B:6]([OH:8])[C:5]2[CH:9]=[CH:10][C:11]([CH:13]=[N:14][OH:15])=[CH:12][C:4]1=2)[CH3:2].C1C(=O)N(Cl)C(=O)C1.[Cl:26][C:27]1[CH:32]=[C:31]([C:33]([C:35]([F:38])([F:37])[F:36])=[CH2:34])[CH:30]=[C:29]([Cl:39])[CH:28]=1.CC(=O)OCC. (8) The reactants are [C:1]([C:4]1[CH:9]=[CH:8][C:7]([C:10]2[C:11]3[C:12]4[CH:25]=[CH:24][S:23][C:13]=4[C:14](=[O:22])[NH:15][C:16]=3[CH:17]=[CH:18][C:19]=2[O:20]C)=[CH:6][CH:5]=1)(=[O:3])[CH3:2].BrB(Br)Br. No catalyst specified. The product is [C:1]([C:4]1[CH:5]=[CH:6][C:7]([C:10]2[C:11]3[C:12]4[CH:25]=[CH:24][S:23][C:13]=4[C:14](=[O:22])[NH:15][C:16]=3[CH:17]=[CH:18][C:19]=2[OH:20])=[CH:8][CH:9]=1)(=[O:3])[CH3:2]. The yield is 0.740.